This data is from Catalyst prediction with 721,799 reactions and 888 catalyst types from USPTO. The task is: Predict which catalyst facilitates the given reaction. Product: [C:2]([O:6][C:7]([N:9]1[CH2:10][CH2:11][C:12]2([O:15][CH2:16][CH2:17][N:18]([C:28]([C:26]3[N:27]=[C:23]([CH:20]([CH3:22])[CH3:21])[S:24][CH:25]=3)=[O:29])[CH2:19]2)[CH2:13][CH2:14]1)=[O:8])([CH3:5])([CH3:3])[CH3:4]. Reactant: Cl.[C:2]([O:6][C:7]([N:9]1[CH2:14][CH2:13][C:12]2([CH2:19][NH:18][CH2:17][CH2:16][O:15]2)[CH2:11][CH2:10]1)=[O:8])([CH3:5])([CH3:4])[CH3:3].[CH:20]([C:23]1[S:24][CH:25]=[C:26]([C:28](O)=[O:29])[N:27]=1)([CH3:22])[CH3:21].CC1CCCO1.C(N(CC)CC)C.O1CCCC1. The catalyst class is: 6.